The task is: Predict the product of the given reaction.. This data is from Forward reaction prediction with 1.9M reactions from USPTO patents (1976-2016). Given the reactants C(OC([N:8]1[CH2:13][CH2:12][CH2:11][CH:10]([CH2:14][C:15]2[CH:20]=[CH:19][CH:18]=[CH:17][CH:16]=2)[CH2:9]1)=O)(C)(C)C.[ClH:21], predict the reaction product. The product is: [ClH:21].[CH2:14]([CH:10]1[CH2:11][CH2:12][CH2:13][NH:8][CH2:9]1)[C:15]1[CH:20]=[CH:19][CH:18]=[CH:17][CH:16]=1.